This data is from Full USPTO retrosynthesis dataset with 1.9M reactions from patents (1976-2016). The task is: Predict the reactants needed to synthesize the given product. (1) The reactants are: [CH3:1][CH2:2][O:3][C:4]([C:6]1[C@@H:11]([C:12]2[C:17]([Cl:18])=[CH:16][CH:15]=[CH:14][CH:13]=2)[C:10]([C:19]([O:21][CH3:22])=[O:20])=[C:9]([CH3:23])[NH:8][C:7]=1[CH2:24][O:25][CH2:26][CH2:27][NH2:28])=[O:5].CCOC(C1C(C2C=CC=CC=2Cl)C(C(OC)=O)=C(C)NC=1COCCN)=O.[CH3:57][CH2:58][O:59][C:60]([C@@H:62]([NH:71][C@H:72]([C:74]([N:76]1[C@H:83]([C:84]([OH:86])=[O:85])[CH2:82][C@H:81]2[C@@H:77]1[CH2:78][CH2:79][CH2:80]2)=[O:75])[CH3:73])[CH2:63][CH2:64][C:65]1[CH:66]=[CH:67][CH:68]=[CH:69][CH:70]=1)=[O:61]. Given the product [CH3:57][CH2:58][O:59][C:60]([C@@H:62]([NH:71][C@H:72]([C:74]([N:76]1[C@H:83]([C:84]([OH:86])=[O:85])[CH2:82][C@H:81]2[C@@H:77]1[CH2:78][CH2:79][CH2:80]2)=[O:75])[CH3:73])[CH2:63][CH2:64][C:65]1[CH:70]=[CH:69][CH:68]=[CH:67][CH:66]=1)=[O:61].[CH3:1][CH2:2][O:3][C:4]([C:6]1[CH:11]([C:12]2[CH:13]=[CH:14][CH:15]=[CH:16][C:17]=2[Cl:18])[C:10]([C:19]([O:21][CH3:22])=[O:20])=[C:9]([CH3:23])[NH:8][C:7]=1[CH2:24][O:25][CH2:26][CH2:27][NH2:28])=[O:5], predict the reactants needed to synthesize it. (2) Given the product [Cl:1][C:2]1[C:3]([C:4]2[O:6][C:17]3[CH:18]=[CH:19][CH:20]=[CH:21][C:16]=3[N:15]=2)=[CH:7][C:8]([N+:12]([O-:14])=[O:13])=[C:9]([F:11])[CH:10]=1, predict the reactants needed to synthesize it. The reactants are: [Cl:1][C:2]1[CH:10]=[C:9]([F:11])[C:8]([N+:12]([O-:14])=[O:13])=[CH:7][C:3]=1[C:4]([OH:6])=O.[NH2:15][C:16]1[CH:21]=[CH:20][CH:19]=[CH:18][C:17]=1O.CCN=C=NCCCN(C)C.O.C1(C)C=CC(S(O)(=O)=O)=CC=1. (3) Given the product [CH3:25][C:26]1[CH:36]=[CH:35][CH:34]=[C:33]([CH3:37])[C:27]=1[CH2:28][C:29]1([NH:32][CH2:21][CH:20]([C:12]2[C:13]3[O:18][CH2:17][C:16](=[O:19])[NH:15][C:14]=3[C:9]([OH:8])=[CH:10][CH:11]=2)[OH:24])[CH2:31][CH2:30]1, predict the reactants needed to synthesize it. The reactants are: C([O:8][C:9]1[C:14]2[NH:15][C:16](=[O:19])[CH2:17][O:18][C:13]=2[C:12]([C:20](=[O:24])[CH:21](O)O)=[CH:11][CH:10]=1)C1C=CC=CC=1.[CH3:25][C:26]1[CH:36]=[CH:35][CH:34]=[C:33]([CH3:37])[C:27]=1[CH2:28][C:29]1([NH2:32])[CH2:31][CH2:30]1.FC(F)(F)C([O-])=O. (4) Given the product [N:1]1([C:10]2[CH:15]=[CH:14][C:13]([C:16]#[C:17][C:18]3[CH:19]=[CH:20][C:21]([C:22]([O:24][CH2:25][CH3:26])=[O:23])=[CH:27][CH:28]=3)=[C:12]([CH3:30])[C:11]=2[CH3:29])[CH:5]=[CH:4][N:3]=[CH:2]1, predict the reactants needed to synthesize it. The reactants are: [NH:1]1[CH:5]=[CH:4][N:3]=[CH:2]1.[H-].[Na+].BrC[C:10]1[CH:15]=[CH:14][C:13]([C:16]#[C:17][C:18]2[CH:28]=[CH:27][C:21]([C:22]([O:24][CH2:25][CH3:26])=[O:23])=[CH:20][CH:19]=2)=[CH:12][C:11]=1[CH3:29].[CH3:30]N(C=O)C. (5) The reactants are: C[C:2]1[N:7]=[C:6]([CH2:8][NH:9][CH2:10][CH2:11][OH:12])[CH:5]=[CH:4][CH:3]=1.N1C=CC=CC=1C=O. Given the product [N:7]1[CH:2]=[CH:3][CH:4]=[CH:5][C:6]=1[CH2:8][NH:9][CH2:10][CH2:11][OH:12], predict the reactants needed to synthesize it. (6) Given the product [CH3:9][S:6]([O:5][CH:19]([CH2:20][CH:21]([C:22]1[S:23][CH:24]=[C:25]([Cl:27])[N:26]=1)[C:28]1[NH:29][C:30]([C:41]2[CH:46]=[CH:45][CH:44]=[C:43]([F:47])[CH:42]=2)=[C:31]2[C:36](=[O:37])[N:35]([CH3:38])[C:34](=[O:39])[N:33]([CH3:40])[C:32]=12)[CH2:18][O:17][Si:10]([C:13]([CH3:16])([CH3:14])[CH3:15])([CH3:11])[CH3:12])(=[O:7])=[O:8], predict the reactants needed to synthesize it. The reactants are: CS([O:5][S:6]([CH3:9])(=[O:8])=[O:7])(=O)=O.[Si:10]([O:17][CH2:18][CH:19](O)[CH2:20][CH:21]([C:28]1[NH:29][C:30]([C:41]2[CH:46]=[CH:45][CH:44]=[C:43]([F:47])[CH:42]=2)=[C:31]2[C:36](=[O:37])[N:35]([CH3:38])[C:34](=[O:39])[N:33]([CH3:40])[C:32]=12)[C:22]1[S:23][CH:24]=[C:25]([Cl:27])[N:26]=1)([C:13]([CH3:16])([CH3:15])[CH3:14])([CH3:12])[CH3:11].C(N(CC)CC)C. (7) Given the product [C:48]([O:47][C:45]([NH:44][CH:39]([C:40]([CH3:43])([CH3:42])[CH3:41])[C:38]([N:15]1[CH2:16][CH:17]([O:19][C:20]2[C:29]3[C:24](=[CH:25][C:26]([O:30][CH3:31])=[CH:27][CH:28]=3)[N:23]=[C:22]([C:32]3[CH:37]=[CH:36][CH:35]=[CH:34][CH:33]=3)[CH:21]=2)[CH2:18][CH:14]1[C:12]([NH:11][C:5]1([C:3]([OH:4])=[O:2])[C:7]2([CH2:10][CH2:9][CH2:8]2)[CH2:6]1)=[O:13])=[O:52])=[O:46])([CH3:51])([CH3:50])[CH3:49], predict the reactants needed to synthesize it. The reactants are: C[O:2][C:3]([C:5]1([NH:11][C:12]([CH:14]2[CH2:18][CH:17]([O:19][C:20]3[C:29]4[C:24](=[CH:25][C:26]([O:30][CH3:31])=[CH:27][CH:28]=4)[N:23]=[C:22]([C:32]4[CH:37]=[CH:36][CH:35]=[CH:34][CH:33]=4)[CH:21]=3)[CH2:16][N:15]2[C:38](=[O:52])[CH:39]([NH:44][C:45]([O:47][C:48]([CH3:51])([CH3:50])[CH3:49])=[O:46])[C:40]([CH3:43])([CH3:42])[CH3:41])=[O:13])[C:7]2([CH2:10][CH2:9][CH2:8]2)[CH2:6]1)=[O:4].[Li+].[OH-]. (8) Given the product [C:35]([C:33]1[CH:32]=[CH:31][C:30]([NH:26][C:21]([CH:18]2[CH2:17][CH2:16][C:14]3([O:13][N:12]=[C:11]([CH3:10])[CH2:15]3)[CH2:20][CH2:19]2)=[O:23])=[CH:29][CH:34]=1)([CH3:38])([CH3:37])[CH3:36], predict the reactants needed to synthesize it. The reactants are: C(N=C=NC(C)C)(C)C.[CH3:10][C:11]1[CH2:15][C:14]2([CH2:20][CH2:19][CH:18]([C:21]([OH:23])=O)[CH2:17][CH2:16]2)[O:13][N:12]=1.O.O[N:26]1[C:30]2[CH:31]=[CH:32][CH:33]=[CH:34][C:29]=2N=N1.[C:35](NC1C=CC=CC=1)([CH3:38])([CH3:37])[CH3:36]. (9) Given the product [Cl:8][C:9]1[CH:18]=[CH:17][C:16]2[N:15]=[C:14]3[C:19](=[O:21])[O:20][C:22](=[O:24])[C:13]3=[C:12]([C:25]3[CH:26]=[CH:27][CH:28]=[CH:29][CH:30]=3)[C:11]=2[CH:10]=1, predict the reactants needed to synthesize it. The reactants are: C(OC(=O)C)(=O)C.[Cl:8][C:9]1[CH:10]=[C:11]2[C:16](=[CH:17][CH:18]=1)[N:15]=[C:14]([C:19]([OH:21])=[O:20])[C:13]([C:22]([OH:24])=O)=[C:12]2[C:25]1[CH:30]=[CH:29][CH:28]=[CH:27][CH:26]=1.N#N.N1C=CC=CC=1. (10) Given the product [CH2:16]([O:23][N:24]1[C:30](=[O:31])[N:29]2[CH2:32][C@H:25]1[CH2:26][CH2:27][C@H:28]2[C:33]([NH:2][NH:1][C:3](=[O:15])[CH2:4][CH2:5][N:6]([CH3:14])[C:7](=[O:13])[O:8][C:9]([CH3:10])([CH3:11])[CH3:12])=[O:34])[C:17]1[CH:18]=[CH:19][CH:20]=[CH:21][CH:22]=1, predict the reactants needed to synthesize it. The reactants are: [NH:1]([C:3](=[O:15])[CH2:4][CH2:5][N:6]([CH3:14])[C:7](=[O:13])[O:8][C:9]([CH3:12])([CH3:11])[CH3:10])[NH2:2].[CH2:16]([O:23][N:24]1[C:30](=[O:31])[N:29]2[CH2:32][C@H:25]1[CH2:26][CH2:27][C@H:28]2[C:33](O)=[O:34])[C:17]1[CH:22]=[CH:21][CH:20]=[CH:19][CH:18]=1.CN(C(ON1N=NC2C=CC=NC1=2)=[N+](C)C)C.F[P-](F)(F)(F)(F)F.CCN(C(C)C)C(C)C.